Predict the product of the given reaction. From a dataset of Forward reaction prediction with 1.9M reactions from USPTO patents (1976-2016). (1) Given the reactants [F:1][C:2]1[CH:10]=[CH:9][CH:8]=[C:7]([F:11])[C:3]=1[C:4](Cl)=[O:5].[NH2:12][C:13]1[N:14]=[CH:15][C:16]([C:19]2[CH:20]=[C:21]([C:29]3[C:33](=[O:34])[C:32]([CH3:36])([CH3:35])[O:31][N:30]=3)[CH:22]=[CH:23][C:24]=2[C:25]([CH3:28])([CH3:27])[CH3:26])=[N:17][CH:18]=1.N1C=CC=CC=1, predict the reaction product. The product is: [C:25]([C:24]1[CH:23]=[CH:22][C:21]([C:29]2[C:33](=[O:34])[C:32]([CH3:36])([CH3:35])[O:31][N:30]=2)=[CH:20][C:19]=1[C:16]1[N:17]=[CH:18][C:13]([NH:12][C:4](=[O:5])[C:3]2[C:2]([F:1])=[CH:10][CH:9]=[CH:8][C:7]=2[F:11])=[N:14][CH:15]=1)([CH3:26])([CH3:27])[CH3:28]. (2) Given the reactants [C:1]1([CH3:24])[CH:6]=[CH:5][C:4]([C:7]2[N:8]=[C:9]3[CH:23]=[CH:22][CH:21]=[N:20][C:10]3=[N:11][C:12]=2[C:13]2[CH:18]=[CH:17][C:16]([CH3:19])=[CH:15][CH:14]=2)=[CH:3][CH:2]=1.[H][H].CCN(CC)CC, predict the reaction product. The product is: [C:1]1([CH3:24])[CH:6]=[CH:5][C:4]([C:7]2[N:8]=[C:9]3[CH2:23][CH2:22][CH2:21][NH:20][C:10]3=[N:11][C:12]=2[C:13]2[CH:18]=[CH:17][C:16]([CH3:19])=[CH:15][CH:14]=2)=[CH:3][CH:2]=1. (3) Given the reactants [C:1]([CH:3]([CH:8]([C:10]1[CH:15]=[CH:14][C:13]([N:16]2[CH2:21][CH2:20][N:19]([CH3:22])[CH2:18][CH2:17]2)=[CH:12][CH:11]=1)[CH3:9])C(OC)=O)#[N:2].[Cl-].[Na+].CS(C)=O, predict the reaction product. The product is: [CH3:22][N:19]1[CH2:20][CH2:21][N:16]([C:13]2[CH:14]=[CH:15][C:10]([CH:8]([CH3:9])[CH2:3][C:1]#[N:2])=[CH:11][CH:12]=2)[CH2:17][CH2:18]1. (4) The product is: [F:38][C:37]([F:40])([F:39])[C:41]([OH:44])=[O:42].[NH2:1][C:2]1[O:3][CH2:4][C:5]2([N:29]=1)[C@@H:18]1[C@H:13]([CH2:14][CH2:15][C@H:16]([OH:19])[CH2:17]1)[O:12][C:11]1[C:6]2=[CH:7][C:8]([C:31]2[CH:36]=[C:35]([C:37]([F:40])([F:39])[F:38])[CH:34]=[CH:33][N:32]=2)=[CH:9][CH:10]=1. Given the reactants [NH2:1][C:2]1[O:3][CH2:4][C:5]2([N:29]=1)[C@@H:18]1[C@H:13]([CH2:14][CH2:15][CH:16]([OH:19])[CH2:17]1)[O:12][C:11]1[C:6]2=[CH:7][C:8](B2OC(C)(C)C(C)(C)O2)=[CH:9][CH:10]=1.Br[C:31]1[CH:36]=[C:35]([C:37]([F:40])([F:39])[F:38])[CH:34]=[CH:33][N:32]=1.[C:41]([O-:44])([O-])=[O:42].[Na+].[Na+], predict the reaction product. (5) The product is: [Br:38][C:39]1[CH:40]=[C:41]([C:44]2([CH3:56])[CH2:49][C:48]3([CH2:54][CH2:53][O:52][CH2:51][CH2:50]3)[S:26][C:46]([NH2:55])=[N:45]2)[S:42][CH:43]=1. Given the reactants BrC1C=CC(F)=C(C2(C)CC3(CCOCC3)OC(N)=N2)C=1.BrC1C=C(C(=O)CC2(O)CCOCC2)[S:26]C=1.[Br:38][C:39]1[CH:40]=[C:41]([C:44]2([CH3:56])[CH2:49][C:48]3([CH2:54][CH2:53][O:52][CH2:51][CH2:50]3)O[C:46]([NH2:55])=[N:45]2)[S:42][CH:43]=1, predict the reaction product. (6) Given the reactants [F:1][C:2]1[C:3](Cl)=[N:4][C:5]([Cl:8])=[N:6][CH:7]=1.CO.[CH3:12][NH2:13].CCOC(C)=O, predict the reaction product. The product is: [Cl:8][C:5]1[N:4]=[C:3]([NH:13][CH3:12])[C:2]([F:1])=[CH:7][N:6]=1. (7) Given the reactants [OH:1][C@@H:2]1[CH2:7][CH2:6][CH2:5][CH2:4][C@H:3]1[NH:8][C:9]1[S:10][C:11]2[CH:17]=[C:16]([O:18][C:19]3[CH:24]=[CH:23][N:22]=[C:21]([C:25](O)=[O:26])[CH:20]=3)[CH:15]=[CH:14][C:12]=2[N:13]=1.CN(C(ON1N=NC2[CH:39]=[CH:40][CH:41]=[N:42]C1=2)=[N+](C)C)C.F[P-](F)(F)(F)(F)F.CCN(C(C)C)C(C)C.C1(N)CC1, predict the reaction product. The product is: [CH:41]1([NH:42][C:25](=[O:26])[C:21]2[CH:20]=[C:19]([O:18][C:16]3[CH:15]=[CH:14][C:12]4[N:13]=[C:9]([NH:8][C@@H:3]5[CH2:4][CH2:5][CH2:6][CH2:7][C@H:2]5[OH:1])[S:10][C:11]=4[CH:17]=3)[CH:24]=[CH:23][N:22]=2)[CH2:39][CH2:40]1. (8) Given the reactants [C:1]([O:4][CH2:5][C@H:6]([NH:21][C:22]([O:24][CH2:25][C:26]1[CH:31]=[CH:30][CH:29]=[CH:28][CH:27]=1)=[O:23])[C:7]([N:9]1[CH2:13][CH2:12][CH2:11][C@H:10]1[C:14]([O:16]C(C)(C)C)=[O:15])=[O:8])(=[O:3])[CH3:2].C(O)(C(F)(F)F)=O.C(Cl)Cl, predict the reaction product. The product is: [C:1]([O:4][CH2:5][C@H:6]([NH:21][C:22]([O:24][CH2:25][C:26]1[CH:27]=[CH:28][CH:29]=[CH:30][CH:31]=1)=[O:23])[C:7]([N:9]1[CH2:13][CH2:12][CH2:11][C@H:10]1[C:14]([OH:16])=[O:15])=[O:8])(=[O:3])[CH3:2]. (9) Given the reactants [O:1]1[CH2:3][C@H:2]1[CH2:4][O:5][C:6]1[C:18]2[C:17]3[C:12](=[CH:13][CH:14]=[CH:15][CH:16]=3)[NH:11][C:10]=2[CH:9]=[CH:8][CH:7]=1.NC(C)(C)C[C:22]1[CH:34]=[CH:33][C:25]([O:26][C:27]2[CH:32]=[CH:31][CH:30]=[CH:29][N:28]=2)=[CH:24][CH:23]=1, predict the reaction product. The product is: [OH:1][C@@H:2]([CH2:3][N:11]([C:22]1[CH:23]=[CH:24][C:25]([O:26][C:27]2[CH:32]=[CH:31][CH:30]=[CH:29][N:28]=2)=[CH:33][CH:34]=1)[CH2:10][CH:18]([CH3:6])[CH3:17])[CH2:4][O:5][C:6]1[C:18]2[C:17]3[C:12](=[CH:13][CH:14]=[CH:15][CH:16]=3)[NH:11][C:10]=2[CH:9]=[CH:8][CH:7]=1. (10) Given the reactants [I:1][C:2]1[CH:17]=[C:16]([N+:18]([O-])=O)[CH:15]=[CH:14][C:3]=1[CH2:4][CH2:5][NH:6][C:7](=[O:13])[O:8][C:9]([CH3:12])([CH3:11])[CH3:10].CO.C(O)(=O)C.C(=O)([O-])[O-].[Na+].[Na+], predict the reaction product. The product is: [NH2:18][C:16]1[CH:15]=[CH:14][C:3]([CH2:4][CH2:5][NH:6][C:7](=[O:13])[O:8][C:9]([CH3:10])([CH3:11])[CH3:12])=[C:2]([I:1])[CH:17]=1.